This data is from Catalyst prediction with 721,799 reactions and 888 catalyst types from USPTO. The task is: Predict which catalyst facilitates the given reaction. (1) Reactant: Br[CH2:2][CH2:3][CH2:4][CH2:5][CH2:6][CH2:7][CH2:8][CH2:9][C:10]([NH:12][C:13]1[C:14]([S:20][CH3:21])=[N:15][C:16]([CH3:19])=[CH:17][CH:18]=1)=[O:11].[SH:22][C:23]1[O:24][C:25]2[CH:31]=[CH:30][CH:29]=[CH:28][C:26]=2[N:27]=1.C1OCCOCCOCCOCCOCCOC1.C(=O)([O-])[O-].[K+].[K+]. Product: [O:24]1[C:25]2[CH:31]=[CH:30][CH:29]=[CH:28][C:26]=2[N:27]=[C:23]1[S:22][CH2:2][CH2:3][CH2:4][CH2:5][CH2:6][CH2:7][CH2:8][CH2:9][C:10]([NH:12][C:13]1[C:14]([S:20][CH3:21])=[N:15][C:16]([CH3:19])=[CH:17][CH:18]=1)=[O:11]. The catalyst class is: 136. (2) Reactant: [CH3:1][C:2]1[C:3]([C:16]2[CH:21]=[CH:20][C:19]([OH:22])=[CH:18][CH:17]=2)=[N:4][C:5]2[C:10]([N:11]=1)=[C:9]([C:12]([F:15])([F:14])[F:13])[CH:8]=[CH:7][CH:6]=2.C1C=CC(N([S:30]([C:33]([F:36])([F:35])[F:34])(=[O:32])=[O:31])[S:30]([C:33]([F:36])([F:35])[F:34])(=[O:32])=[O:31])=CC=1.CC(C)([O-])C.[K+]. Product: [F:34][C:33]([F:36])([F:35])[S:30]([O:22][C:19]1[CH:20]=[CH:21][C:16]([C:3]2[C:2]([CH3:1])=[N:11][C:10]3[C:5](=[CH:6][CH:7]=[CH:8][C:9]=3[C:12]([F:15])([F:14])[F:13])[N:4]=2)=[CH:17][CH:18]=1)(=[O:32])=[O:31]. The catalyst class is: 1. (3) Reactant: C[O:2][C:3](=[O:30])[CH2:4][CH:5]([C:12]1[CH:21]=[C:20]2[C:15]([CH2:16][CH2:17][N:18]([NH:22][C:23]([O:25][C:26]([CH3:29])([CH3:28])[CH3:27])=[O:24])[CH2:19]2)=[CH:14][CH:13]=1)[C:6]1[CH:11]=[CH:10][N:9]=[CH:8][CH:7]=1.[OH-].[Na+]. Product: [C:26]([O:25][C:23]([NH:22][N:18]1[CH2:17][CH2:16][C:15]2[C:20](=[CH:21][C:12]([CH:5]([C:6]3[CH:7]=[CH:8][N:9]=[CH:10][CH:11]=3)[CH2:4][C:3]([OH:30])=[O:2])=[CH:13][CH:14]=2)[CH2:19]1)=[O:24])([CH3:29])([CH3:27])[CH3:28]. The catalyst class is: 8. (4) Reactant: [CH2:1]([O:3][C:4](=[O:12])[C:5]1[CH:10]=[CH:9][C:8](F)=[CH:7][CH:6]=1)[CH3:2].[N:13]1([C:19]([O:21][C:22]([CH3:25])([CH3:24])[CH3:23])=[O:20])[CH2:18][CH2:17][NH:16][CH2:15][CH2:14]1.C(=O)([O-])[O-].[K+].[K+].O. Product: [CH2:1]([O:3][C:4]([C:5]1[CH:10]=[CH:9][C:8]([N:16]2[CH2:15][CH2:14][N:13]([C:19]([O:21][C:22]([CH3:25])([CH3:24])[CH3:23])=[O:20])[CH2:18][CH2:17]2)=[CH:7][CH:6]=1)=[O:12])[CH3:2]. The catalyst class is: 16. (5) Reactant: CC(C)([O-])C.[K+].[C:7]([O:11][C:12](=[O:26])[CH2:13][CH:14](P(OCC)(OCC)=O)[C:15]([OH:17])=[O:16])([CH3:10])([CH3:9])[CH3:8].[CH:27]1([CH2:33][CH2:34][CH:35]=O)[CH2:32][CH2:31][CH2:30][CH2:29][CH2:28]1.C(O)(=O)CC(CC(O)=O)(C(O)=O)O.[CH:50]1([NH2:56])[CH2:55][CH2:54][CH2:53][CH2:52][CH2:51]1. Product: [CH:50]1([NH2:56])[CH2:55][CH2:54][CH2:53][CH2:52][CH2:51]1.[C:7]([O:11][C:12](=[O:26])[CH2:13]/[C:14](=[CH:35]\[CH2:34][CH2:33][CH:27]1[CH2:32][CH2:31][CH2:30][CH2:29][CH2:28]1)/[C:15]([OH:17])=[O:16])([CH3:8])([CH3:9])[CH3:10]. The catalyst class is: 56. (6) Reactant: [CH2:1]([NH:3][CH2:4][CH3:5])[CH3:2].[CH3:6][Si:7]([CH3:22])([CH2:16][CH2:17][Si:18]([CH3:21])([CH3:20])[CH3:19])[CH2:8][CH2:9][CH2:10][O:11][CH2:12][CH:13]1[CH2:15][O:14]1. Product: [CH2:1]([N:3]([CH2:4][CH3:5])[CH2:15][CH:13]([OH:14])[CH2:12][O:11][CH2:10][CH2:9][CH2:8][Si:7]([CH3:22])([CH3:6])[CH2:16][CH2:17][Si:18]([CH3:21])([CH3:20])[CH3:19])[CH3:2]. The catalyst class is: 8. (7) Reactant: [CH:1]1([O:6][CH2:7][C:8]2[O:12][N:11]=[C:10]([C:13]([OH:15])=O)[CH:9]=2)[CH2:5][CH2:4][CH2:3][CH2:2]1.Cl.[O:17]1[CH2:21][CH2:20][CH:19]([CH2:22][NH2:23])[CH2:18]1.C(N(CC)CC)C.ON1C2C=CC=CC=2N=N1.Cl.C(N=C=NCCCN(C)C)C. Product: [O:17]1[CH2:21][CH2:20][CH:19]([CH2:22][NH:23][C:13]([C:10]2[CH:9]=[C:8]([CH2:7][O:6][CH:1]3[CH2:2][CH2:3][CH2:4][CH2:5]3)[O:12][N:11]=2)=[O:15])[CH2:18]1. The catalyst class is: 22.